Dataset: Forward reaction prediction with 1.9M reactions from USPTO patents (1976-2016). Task: Predict the product of the given reaction. (1) Given the reactants COC1C=C(OC)C=CC=1C[O:6][N:7]1[C:12](=[O:13])[C:11]2[O:14][C:15]3[CH:20]=[CH:19][CH:18]=[CH:17][C:16]=3[C:10]=2[NH:9][C:8]1=[O:21].[C:28]1([C:34]2[CH:41]=[CH:40][CH:39]=[CH:38][C:35]=2[CH2:36]Br)[CH:33]=[CH:32][CH:31]=[CH:30][CH:29]=1, predict the reaction product. The product is: [C:34]1([C:28]2[CH:29]=[CH:30][CH:31]=[CH:32][CH:33]=2)[CH:41]=[CH:40][CH:39]=[CH:38][C:35]=1[CH2:36][N:9]1[C:10]2[C:16]3[CH:17]=[CH:18][CH:19]=[CH:20][C:15]=3[O:14][C:11]=2[C:12](=[O:13])[N:7]([OH:6])[C:8]1=[O:21]. (2) Given the reactants C[N:2]([CH3:33])[CH2:3][CH2:4][N:5]1[C:28](=[O:29])[N:8]2[CH:9]([C:22]3[CH:27]=[CH:26][CH:25]=[CH:24][CH:23]=3)[C:10]3[NH:11][C:12]4[C:17]([C:18]=3[CH2:19][C:7]2([CH2:30][CH3:31])[C:6]1=[O:32])=[CH:16][C:15]([O:20][CH3:21])=[CH:14][CH:13]=4.[CH2:34](N)C, predict the reaction product. The product is: [CH2:30]([C:7]12[C:6](=[O:32])[N:5]([CH2:4][CH2:3][NH:2][CH2:33][CH3:34])[C:28](=[O:29])[N:8]1[CH:9]([C:22]1[CH:27]=[CH:26][CH:25]=[CH:24][CH:23]=1)[C:10]1[NH:11][C:12]3[C:17]([C:18]=1[CH2:19]2)=[CH:16][C:15]([O:20][CH3:21])=[CH:14][CH:13]=3)[CH3:31]. (3) Given the reactants [CH:1]1([CH:4]([C:18]2[CH:23]=[CH:22][CH:21]=[CH:20][CH:19]=2)[NH:5][C:6]([C:8]2[CH:9]=[C:10]3[C:14](=[CH:15][CH:16]=2)[NH:13][N:12]=[C:11]3I)=[O:7])[CH2:3][CH2:2]1.[O:24]1[CH2:27][CH:26]([N:28]2[CH2:33][CH2:32][CH:31]([O:34][C:35]3[CH:40]=[CH:39][C:38](B4OC(C)(C)C(C)(C)O4)=[CH:37][CH:36]=3)[CH2:30][CH2:29]2)[CH2:25]1, predict the reaction product. The product is: [CH:1]1([CH:4]([C:18]2[CH:23]=[CH:22][CH:21]=[CH:20][CH:19]=2)[NH:5][C:6]([C:8]2[CH:9]=[C:10]3[C:14](=[CH:15][CH:16]=2)[NH:13][N:12]=[C:11]3[C:38]2[CH:39]=[CH:40][C:35]([O:34][CH:31]3[CH2:30][CH2:29][N:28]([CH:26]4[CH2:27][O:24][CH2:25]4)[CH2:33][CH2:32]3)=[CH:36][CH:37]=2)=[O:7])[CH2:3][CH2:2]1. (4) Given the reactants [Br:1][C:2]1[CH:3]=[C:4]([N+:10]([O-])=O)[C:5]([C:8]#[N:9])=[N:6][CH:7]=1.[OH-].[Na+], predict the reaction product. The product is: [NH2:10][C:4]1[C:5]([C:8]#[N:9])=[N:6][CH:7]=[C:2]([Br:1])[CH:3]=1. (5) Given the reactants [F:1][C:2]1[CH:7]=[CH:6][CH:5]=[CH:4][C:3]=1[C:8]1[N:13]2[N:14]=[C:15]([OH:17])[CH:16]=[C:12]2[C:11]([CH3:18])=[N:10][N:9]=1.[Br:19]Br, predict the reaction product. The product is: [Br:19][C:16]1[C:15]([OH:17])=[N:14][N:13]2[C:12]=1[C:11]([CH3:18])=[N:10][N:9]=[C:8]2[C:3]1[CH:4]=[CH:5][CH:6]=[CH:7][C:2]=1[F:1].